This data is from Forward reaction prediction with 1.9M reactions from USPTO patents (1976-2016). The task is: Predict the product of the given reaction. (1) Given the reactants [Cl:1][C:2]1[CH:7]=[CH:6][CH:5]=[CH:4][C:3]=1[N:8]1[C:12]([NH2:13])=[CH:11][C:10]([CH3:14])=[N:9]1.[CH3:15][O:16][C:17](=[O:27])[C:18]1[CH:23]=[C:22]([O:24][CH3:25])[CH:21]=[CH:20][C:19]=1Br.P([O-])([O-])([O-])=O.[K+].[K+].[K+], predict the reaction product. The product is: [CH3:15][O:16][C:17](=[O:27])[C:18]1[CH:23]=[C:22]([O:24][CH3:25])[CH:21]=[CH:20][C:19]=1[NH:13][C:12]1[N:8]([C:3]2[CH:4]=[CH:5][CH:6]=[CH:7][C:2]=2[Cl:1])[N:9]=[C:10]([CH3:14])[CH:11]=1. (2) Given the reactants [CH3:1][C:2]([NH:10][C:11]([C:13]1[S:40][C:16]2[N:17](C(OCC)=O)[N:18]=[C:19]([NH:20][C:21](=[O:34])[C:22]3[CH:27]=[CH:26][C:25]([N:28]4[CH2:33][CH2:32][O:31][CH2:30][CH2:29]4)=[CH:24][CH:23]=3)[C:15]=2[CH:14]=1)=[O:12])([C:4]1[CH:9]=[CH:8][CH:7]=[CH:6][CH:5]=1)[CH3:3], predict the reaction product. The product is: [CH3:3][C:2]([NH:10][C:11]([C:13]1[S:40][C:16]2[NH:17][N:18]=[C:19]([NH:20][C:21](=[O:34])[C:22]3[CH:27]=[CH:26][C:25]([N:28]4[CH2:33][CH2:32][O:31][CH2:30][CH2:29]4)=[CH:24][CH:23]=3)[C:15]=2[CH:14]=1)=[O:12])([C:4]1[CH:5]=[CH:6][CH:7]=[CH:8][CH:9]=1)[CH3:1]. (3) Given the reactants [CH2:1]([O:3][C:4](=[CH:10][C:11]1[CH:16]=[CH:15][C:14]([CH3:17])=[CH:13][CH:12]=1)[C:5]([O:7][CH2:8][CH3:9])=[O:6])[CH3:2], predict the reaction product. The product is: [CH2:1]([O:3][CH:4]([CH2:10][C:11]1[CH:12]=[CH:13][C:14]([CH3:17])=[CH:15][CH:16]=1)[C:5]([O:7][CH2:8][CH3:9])=[O:6])[CH3:2]. (4) Given the reactants [F:1][C:2]1[CH:3]=[C:4]([CH2:9][C:10]2[CH:11]=[C:12]([N+:19]([O-:21])=[O:20])[C:13]([C:16](N)=[O:17])=[N:14][CH:15]=2)[CH:5]=[CH:6][C:7]=1[F:8].[CH3:22][OH:23], predict the reaction product. The product is: [F:1][C:2]1[CH:3]=[C:4]([CH2:9][C:10]2[CH:11]=[C:12]([N+:19]([O-:21])=[O:20])[C:13]([C:16]([O:23][CH3:22])=[O:17])=[N:14][CH:15]=2)[CH:5]=[CH:6][C:7]=1[F:8]. (5) Given the reactants [Cl:1][C:2]1[CH:3]=[C:4]([C:8]2[O:12][N:11]=[C:10]([CH:13]([OH:15])[CH3:14])[N:9]=2)[CH:5]=[CH:6][CH:7]=1.C(N(CC)CC)C.[CH3:23][S:24](Cl)(=[O:26])=[O:25], predict the reaction product. The product is: [Cl:1][C:2]1[CH:3]=[C:4]([C:8]2[O:12][N:11]=[C:10]([CH:13]([O:15][S:24]([CH3:23])(=[O:26])=[O:25])[CH3:14])[N:9]=2)[CH:5]=[CH:6][CH:7]=1. (6) Given the reactants Br[C:2]1[CH:7]=[CH:6][CH:5]=[CH:4][C:3]=1[C:8]1[CH:13]=[CH:12][C:11]([F:14])=[CH:10][CH:9]=1.[CH3:15][S:16][C:17]1[CH:22]=[CH:21][C:20](B(O)O)=[CH:19][CH:18]=1, predict the reaction product. The product is: [F:14][C:11]1[CH:12]=[CH:13][C:8]([C:3]2[CH:4]=[CH:5][CH:6]=[CH:7][C:2]=2[C:20]2[CH:21]=[CH:22][C:17]([S:16][CH3:15])=[CH:18][CH:19]=2)=[CH:9][CH:10]=1. (7) The product is: [CH3:34][C:32]1[CH:31]=[C:30]([CH3:35])[N:29]=[C:28]([CH:27]=[CH:26][C:15]2[C:14]3[C:18](=[CH:19][C:11]([NH:10][C:5]4[CH:6]=[CH:7][CH:8]=[CH:9][C:4]=4[C:3]([OH:36])=[O:2])=[CH:12][CH:13]=3)[N:17]([CH:20]3[CH2:25][CH2:24][CH2:23][CH2:22][O:21]3)[N:16]=2)[CH:33]=1. Given the reactants C[O:2][C:3](=[O:36])[C:4]1[CH:9]=[CH:8][CH:7]=[CH:6][C:5]=1[NH:10][C:11]1[CH:19]=[C:18]2[C:14]([C:15]([CH:26]=[CH:27][C:28]3[CH:33]=[C:32]([CH3:34])[CH:31]=[C:30]([CH3:35])[N:29]=3)=[N:16][N:17]2[CH:20]2[CH2:25][CH2:24][CH2:23][CH2:22][O:21]2)=[CH:13][CH:12]=1.CO.[OH-].[K+], predict the reaction product.